This data is from Reaction yield outcomes from USPTO patents with 853,638 reactions. The task is: Predict the reaction yield, written as a fraction of the theoretical maximum amount of product (1.0 means a 100% yield; for example, 0.34 means a 34% yield). (1) The product is [ClH:1].[Cl:1][C:2]1[CH:7]=[CH:6][CH:5]=[CH:4][C:3]=1[CH:8]([N:20]1[CH2:25][CH2:24][C:23]2[NH:26][CH:27]=[CH:28][C:22]=2[CH2:21]1)[CH2:9][CH2:10][CH2:11][CH2:12][CH2:13][C:14]([CH3:19])([CH3:18])[C:15]([OH:17])=[O:16]. The reactants are [Cl:1][C:2]1[CH:7]=[CH:6][CH:5]=[CH:4][C:3]=1[CH:8]([N:20]1[CH2:25][CH2:24][C:23]2[NH:26][CH:27]=[CH:28][C:22]=2[CH2:21]1)[CH2:9][CH2:10][CH2:11][CH2:12][CH2:13][C:14]([CH3:19])([CH3:18])[C:15]([OH:17])=[O:16].Cl.O. The yield is 0.865. The catalyst is C(OCC)C. (2) The reactants are CC(C)([O-])C.[K+].[C:7]([C:10]1[C:15]([NH:16][C:17]([C:19]2[S:20][CH:21]=[C:22]([CH:24]=[CH2:25])[N:23]=2)=O)=[C:14]([Cl:26])[C:13]([O:27][CH3:28])=[CH:12][CH:11]=1)(=[O:9])[CH3:8]. The catalyst is C(O)(C)(C)C.C(OCC)C. The product is [Cl:26][C:14]1[C:13]([O:27][CH3:28])=[CH:12][CH:11]=[C:10]2[C:15]=1[N:16]=[C:17]([C:19]1[S:20][CH:21]=[C:22]([CH:24]=[CH2:25])[N:23]=1)[CH:8]=[C:7]2[OH:9]. The yield is 0.730. (3) The reactants are C1(OC)C=CC=CC=1.[NH2:9][C:10]1[C:15]([Br:16])=[CH:14][C:13]([CH3:17])=[CH:12][N:11]=1.I[C:19]1[C:28]2[C:23](=[CH:24][CH:25]=[CH:26][CH:27]=2)[CH:22]=[CH:21][CH:20]=1.C(=O)([O-])[O-].[Cs+].[Cs+]. The catalyst is C([O-])(=O)C.[Pd+2].C([O-])(=O)C.C1(P(C2C=CC=CC=2)C2C3OC4C(=CC=CC=4P(C4C=CC=CC=4)C4C=CC=CC=4)C(C)(C)C=3C=CC=2)C=CC=CC=1.O. The product is [Br:16][C:15]1[C:10]([NH:9][C:27]2[C:28]3[C:23](=[CH:22][CH:21]=[CH:20][CH:19]=3)[CH:24]=[CH:25][CH:26]=2)=[N:11][CH:12]=[C:13]([CH3:17])[CH:14]=1. The yield is 0.630. (4) The reactants are I[C:2]1[C:10]2[C:5](=[CH:6][CH:7]=[CH:8][CH:9]=2)[N:4]([CH3:11])[N:3]=1.C([Mg]Cl)(C)C.[CH2:17]([Sn:21]([CH2:27][CH2:28][CH2:29][CH3:30])([CH2:23][CH2:24][CH2:25][CH3:26])Cl)[CH2:18][CH2:19][CH3:20]. The catalyst is C1COCC1. The product is [CH3:11][N:4]1[C:5]2[C:10](=[CH:9][CH:8]=[CH:7][CH:6]=2)[C:2]([Sn:21]([CH2:23][CH2:24][CH2:25][CH3:26])([CH2:27][CH2:28][CH2:29][CH3:30])[CH2:17][CH2:18][CH2:19][CH3:20])=[N:3]1. The yield is 0.920. (5) The reactants are [Al+3].[Cl-].[Cl-].[Cl-].[Cl:5][CH2:6][CH2:7][CH2:8][C:9](Cl)=[O:10].[C:12]1([CH3:18])[CH:17]=[CH:16][CH:15]=[CH:14][CH:13]=1. No catalyst specified. The product is [Cl:5][CH2:6][CH2:7][CH2:8][C:9]([C:15]1[CH:16]=[CH:17][C:12]([CH3:18])=[CH:13][CH:14]=1)=[O:10]. The yield is 0.950.